The task is: Regression. Given two drug SMILES strings and cell line genomic features, predict the synergy score measuring deviation from expected non-interaction effect.. This data is from NCI-60 drug combinations with 297,098 pairs across 59 cell lines. (1) Cell line: MOLT-4. Drug 2: CCCCCOC(=O)NC1=NC(=O)N(C=C1F)C2C(C(C(O2)C)O)O. Drug 1: CC1C(C(CC(O1)OC2CC(OC(C2O)C)OC3=CC4=CC5=C(C(=O)C(C(C5)C(C(=O)C(C(C)O)O)OC)OC6CC(C(C(O6)C)O)OC7CC(C(C(O7)C)O)OC8CC(C(C(O8)C)O)(C)O)C(=C4C(=C3C)O)O)O)O. Synergy scores: CSS=31.9, Synergy_ZIP=1.70, Synergy_Bliss=1.29, Synergy_Loewe=-46.1, Synergy_HSA=-2.15. (2) Drug 1: CS(=O)(=O)C1=CC(=C(C=C1)C(=O)NC2=CC(=C(C=C2)Cl)C3=CC=CC=N3)Cl. Drug 2: CC(C1=C(C=CC(=C1Cl)F)Cl)OC2=C(N=CC(=C2)C3=CN(N=C3)C4CCNCC4)N. Cell line: UO-31. Synergy scores: CSS=27.0, Synergy_ZIP=-4.63, Synergy_Bliss=-1.27, Synergy_Loewe=-0.466, Synergy_HSA=0.233. (3) Drug 1: COC1=C(C=C2C(=C1)N=CN=C2NC3=CC(=C(C=C3)F)Cl)OCCCN4CCOCC4. Drug 2: C1=NNC2=C1C(=O)NC=N2. Cell line: UACC-257. Synergy scores: CSS=11.3, Synergy_ZIP=-3.34, Synergy_Bliss=0.424, Synergy_Loewe=-2.45, Synergy_HSA=0.347. (4) Drug 1: CCCS(=O)(=O)NC1=C(C(=C(C=C1)F)C(=O)C2=CNC3=C2C=C(C=N3)C4=CC=C(C=C4)Cl)F. Drug 2: C(=O)(N)NO. Cell line: SK-MEL-28. Synergy scores: CSS=28.6, Synergy_ZIP=-1.10, Synergy_Bliss=-0.445, Synergy_Loewe=-39.6, Synergy_HSA=-1.61. (5) Drug 1: C1CN1C2=NC(=NC(=N2)N3CC3)N4CC4. Drug 2: C(CN)CNCCSP(=O)(O)O. Cell line: OVCAR-4. Synergy scores: CSS=9.41, Synergy_ZIP=-4.63, Synergy_Bliss=-1.96, Synergy_Loewe=-8.20, Synergy_HSA=-1.94.